Predict the reactants needed to synthesize the given product. From a dataset of Full USPTO retrosynthesis dataset with 1.9M reactions from patents (1976-2016). (1) Given the product [F:16][C:13]1[CH:14]=[CH:15][C:10]([C:9]([NH:8][CH2:7][C@H:2]2[N:3]([C:24]([C:22]3[N:23]=[C:19]([CH3:18])[S:20][C:21]=3[C:27]3[CH:28]=[CH:29][C:30]([C:33]([F:36])([F:34])[F:35])=[CH:31][CH:32]=3)=[O:25])[CH2:4][C@@H:5]3[C@H:1]2[CH2:6]3)=[O:17])=[CH:11][CH:12]=1, predict the reactants needed to synthesize it. The reactants are: [C@@H:1]12[CH2:6][C@@H:5]1[CH2:4][NH:3][C@@H:2]2[CH2:7][NH:8][C:9](=[O:17])[C:10]1[CH:15]=[CH:14][C:13]([F:16])=[CH:12][CH:11]=1.[CH3:18][C:19]1[S:20][C:21]([C:27]2[CH:32]=[CH:31][C:30]([C:33]([F:36])([F:35])[F:34])=[CH:29][CH:28]=2)=[C:22]([C:24](O)=[O:25])[N:23]=1. (2) Given the product [CH3:1][O:2][C:3]1[CH:8]=[CH:7][C:6]([C@H:9]2[C:18]3[C:13](=[CH:14][C:15]([O:19][CH2:20][CH2:21][CH2:22][N:37]4[CH2:42][CH2:41][O:40][CH2:39][CH2:38]4)=[CH:16][CH:17]=3)[C@@H:12]3[CH2:28][CH2:29][CH2:30][N:11]3[CH2:10]2)=[CH:5][CH:4]=1, predict the reactants needed to synthesize it. The reactants are: [CH3:1][O:2][C:3]1[CH:8]=[CH:7][C:6]([C@H:9]2[C:18]3[C:13](=[CH:14][C:15]([O:19][CH2:20][CH2:21][CH2:22]OS(C)(=O)=O)=[CH:16][CH:17]=3)[C@@H:12]3[CH2:28][CH2:29][CH2:30][N:11]3[CH2:10]2)=[CH:5][CH:4]=1.C([O-])([O-])=O.[Na+].[Na+].[NH:37]1[CH2:42][CH2:41][O:40][CH2:39][CH2:38]1.N. (3) Given the product [CH3:1][S:2]([O:5][CH:6]1[CH2:10][CH2:9][N:8]([C:11](=[O:28])[C:12]2[CH:17]=[CH:16][C:15]([CH2:18][C:19]3[N:20]([CH2:35][CH3:36])[C:21]4[CH:27]=[CH:26][CH:25]=[CH:24][C:22]=4[N:23]=3)=[CH:14][CH:13]=2)[CH2:7]1)(=[O:4])=[O:3], predict the reactants needed to synthesize it. The reactants are: [CH3:1][S:2]([O:5][CH:6]1[CH2:10][CH2:9][N:8]([C:11](=[O:28])[C:12]2[CH:17]=[CH:16][C:15]([CH2:18][C:19]3[NH:23][C:22]4[CH:24]=[CH:25][CH:26]=[CH:27][C:21]=4[N:20]=3)=[CH:14][CH:13]=2)[CH2:7]1)(=[O:4])=[O:3].C(=O)([O-])[O-].[K+].[K+].[CH2:35](I)[CH3:36]. (4) Given the product [ClH:39].[NH2:7][C@H:8]([C@@H:10]1[CH2:14][CH2:13][N:12]([C:15]2[C:24]([CH3:25])=[C:23]3[C:18]([C:19](=[O:30])[NH:20][C:21](=[O:29])[N:22]3[CH:26]3[CH2:28][CH2:27]3)=[C:17]([CH3:31])[C:16]=2[F:32])[CH2:11]1)[CH3:9], predict the reactants needed to synthesize it. The reactants are: C(OC(=O)[NH:7][C@H:8]([C@@H:10]1[CH2:14][CH2:13][N:12]([C:15]2[C:24]([CH3:25])=[C:23]3[C:18]([C:19](=[O:30])[NH:20][C:21](=[O:29])[N:22]3[CH:26]3[CH2:28][CH2:27]3)=[C:17]([CH3:31])[C:16]=2[F:32])[CH2:11]1)[CH3:9])(C)(C)C.C(OCC)C.[ClH:39]. (5) The reactants are: [CH3:1][C:2]1[CH:9]=[CH:8][C:5]([CH:6]=[CH2:7])=[CH:4][CH:3]=1. Given the product [CH3:1][C:2]1[CH:9]=[CH:8][C:5](/[CH:6]=[CH:7]/[C:5]2[CH:8]=[CH:9][C:2]([CH3:1])=[CH:3][CH:4]=2)=[CH:4][CH:3]=1, predict the reactants needed to synthesize it. (6) Given the product [O:46]1[CH2:45][CH2:44][N:43]([C:2]2[C:6]3[CH:7]=[C:8]4[C:13](=[CH:14][C:5]=3[N:4]([C:24]([C:37]3[CH:42]=[CH:41][CH:40]=[CH:39][CH:38]=3)([C:31]3[CH:36]=[CH:35][CH:34]=[CH:33][CH:32]=3)[C:25]3[CH:30]=[CH:29][CH:28]=[CH:27][CH:26]=3)[N:3]=2)[NH:12][C:11](=[O:15])[N:10]([C@@H:16]([C:18]2[CH:23]=[CH:22][CH:21]=[CH:20][CH:19]=2)[CH3:17])[CH2:9]4)[CH2:50][CH2:49]1, predict the reactants needed to synthesize it. The reactants are: I[C:2]1[C:6]2[CH:7]=[C:8]3[C:13](=[CH:14][C:5]=2[N:4]([C:24]([C:37]2[CH:42]=[CH:41][CH:40]=[CH:39][CH:38]=2)([C:31]2[CH:36]=[CH:35][CH:34]=[CH:33][CH:32]=2)[C:25]2[CH:30]=[CH:29][CH:28]=[CH:27][CH:26]=2)[N:3]=1)[NH:12][C:11](=[O:15])[N:10]([C@@H:16]([C:18]1[CH:23]=[CH:22][CH:21]=[CH:20][CH:19]=1)[CH3:17])[CH2:9]3.[NH:43]1[CH2:50][CH2:49]C[C@H:44]1[C:45](O)=[O:46].C(=O)([O-])[O-].[K+].[K+].N1CCOCC1.